The task is: Predict the reactants needed to synthesize the given product.. This data is from Full USPTO retrosynthesis dataset with 1.9M reactions from patents (1976-2016). (1) Given the product [CH:11]([O:14][C:15]1[CH:23]=[CH:22][C:18]([C:19]([NH2:21])=[O:20])=[CH:17][C:16]=1[NH:24][C:25]1[S:26][CH:2]=[C:3]([C:5]2[CH:10]=[CH:9][CH:8]=[CH:7][N:6]=2)[N:27]=1)([CH3:13])[CH3:12], predict the reactants needed to synthesize it. The reactants are: Br[CH2:2][C:3]([C:5]1[CH:10]=[CH:9][CH:8]=[CH:7][N:6]=1)=O.[CH:11]([O:14][C:15]1[CH:23]=[CH:22][C:18]([C:19]([NH2:21])=[O:20])=[CH:17][C:16]=1[NH:24][C:25]([NH2:27])=[S:26])([CH3:13])[CH3:12]. (2) Given the product [Cl:29][C:26]1[CH:25]=[CH:24][C:23]([CH2:22][C@@H:2]([NH:1][C:52]([C@H:49]2[CH2:50][CH2:51][C@@H:47]([NH:46][C:39]([O:41][C:42]([CH3:45])([CH3:44])[CH3:43])=[O:40])[CH2:48]2)=[O:53])[C:3]([N:5]2[CH2:10][CH2:9][CH:8]([C:11]3[CH:16]=[CH:15][CH:14]=[CH:13][C:12]=3[NH:17][S:18]([CH3:21])(=[O:19])=[O:20])[CH2:7][CH2:6]2)=[O:4])=[CH:28][CH:27]=1, predict the reactants needed to synthesize it. The reactants are: [NH2:1][C@H:2]([CH2:22][C:23]1[CH:28]=[CH:27][C:26]([Cl:29])=[CH:25][CH:24]=1)[C:3]([N:5]1[CH2:10][CH2:9][CH:8]([C:11]2[CH:16]=[CH:15][CH:14]=[CH:13][C:12]=2[NH:17][S:18]([CH3:21])(=[O:20])=[O:19])[CH2:7][CH2:6]1)=[O:4].CCN(C(C)C)C(C)C.[C:39]([NH:46][C@H:47]1[CH2:51][CH2:50][C@@H:49]([C:52](O)=[O:53])[CH2:48]1)([O:41][C:42]([CH3:45])([CH3:44])[CH3:43])=[O:40].C1C=NC2N(O)N=NC=2C=1.C(Cl)CCl. (3) Given the product [F:36][C:17]1[C:16]2[C:11](=[CH:12][CH:13]=[C:14]([CH:18]3[CH2:19][CH2:20][N:21]([CH2:24][CH2:25][N:26]([CH3:34])[C:27](=[O:33])[O:28][C:29]([CH3:31])([CH3:30])[CH3:32])[CH2:22][CH2:23]3)[CH:15]=2)[NH:10][C:9]=1[C:4]1[CH:5]=[CH:6][CH:7]=[CH:8][C:3]=1[O:2][CH3:1], predict the reactants needed to synthesize it. The reactants are: [CH3:1][O:2][C:3]1[CH:8]=[CH:7][CH:6]=[CH:5][C:4]=1[C:9]1[NH:10][C:11]2[C:16]([CH:17]=1)=[CH:15][C:14]([CH:18]1[CH2:23][CH2:22][N:21]([CH2:24][CH2:25][N:26]([CH3:34])[C:27](=[O:33])[O:28][C:29]([CH3:32])([CH3:31])[CH3:30])[CH2:20][CH2:19]1)=[CH:13][CH:12]=2.[B-](F)(F)(F)[F:36].[B-](F)(F)(F)F.C1[N+]2(CCl)CC[N+](F)(CC2)C1. (4) Given the product [C:6]1([CH2:1][OH:2])([CH2:5][OH:12])[CH2:11][CH2:10][CH:9]=[CH:8][CH2:7]1, predict the reactants needed to synthesize it. The reactants are: [CH2:1]=[O:2].[OH-].[Na+].[CH:5](=[O:12])[CH:6]1[CH2:11][CH2:10][CH:9]=[CH:8][CH2:7]1. (5) Given the product [CH3:16][C:7]1[CH:6]=[CH:5][C:4]2[C:9](=[C:10]([NH2:13])[CH:11]=[CH:12][C:3]=2[N:2]([CH3:17])[CH3:1])[N:8]=1, predict the reactants needed to synthesize it. The reactants are: [CH3:1][N:2]([CH3:17])[C:3]1[CH:12]=[CH:11][C:10]([N+:13]([O-])=O)=[C:9]2[C:4]=1[CH:5]=[CH:6][C:7]([CH3:16])=[N:8]2.S(S([O-])=O)([O-])=O.[Na+].[Na+].[OH-].[Na+]. (6) Given the product [NH2:11][C:6]1[C:7]([O:8][CH3:9])=[C:2]([Cl:1])[N:3]=[CH:4][N:5]=1, predict the reactants needed to synthesize it. The reactants are: [Cl:1][C:2]1[C:7]([O:8][CH3:9])=[C:6](Cl)[N:5]=[CH:4][N:3]=1.[NH3:11]. (7) Given the product [ClH:28].[OH:5][C:6]1[CH:7]=[C:8]([CH:23]=[CH:24][C:25]=1[CH3:26])[NH:9][C:10]1[C:19]2[C:14](=[CH:15][C:16]([O:22][CH2:29][C:30]3[N:31]=[C:32]([CH3:35])[S:33][CH:34]=3)=[C:17]([O:20][CH3:21])[CH:18]=2)[N:13]=[CH:12][N:11]=1, predict the reactants needed to synthesize it. The reactants are: Cl.C([O:5][C:6]1[CH:7]=[C:8]([CH:23]=[CH:24][C:25]=1[CH3:26])[NH:9][C:10]1[C:19]2[C:14](=[CH:15][C:16]([OH:22])=[C:17]([O:20][CH3:21])[CH:18]=2)[N:13]=[CH:12][N:11]=1)(=O)C.Cl.[Cl:28][CH2:29][C:30]1[N:31]=[C:32]([CH3:35])[S:33][CH:34]=1.C(=O)([O-])[O-].[K+].[K+].[I-].[K+]. (8) The reactants are: [NH:1]1[CH2:5][CH2:4][C@@H:3]([NH:6][C:7]2[N:12]=[CH:11][CH:10]=[CH:9][N:8]=2)[CH2:2]1.[F:13][C:14]1[CH:22]=[CH:21][C:20]([CH:23]=[O:24])=[CH:19][C:15]=1[C:16](O)=[O:17].F[P-](F)(F)(F)(F)F.N1(OC(N(C)C)=[N+](C)C)C2C=CC=CC=2N=N1.C(N(CC)C(C)C)(C)C. Given the product [F:13][C:14]1[CH:22]=[CH:21][C:20]([CH:23]=[O:24])=[CH:19][C:15]=1[C:16]([N:1]1[CH2:5][CH2:4][C@@H:3]([NH:6][C:7]2[N:8]=[CH:9][CH:10]=[CH:11][N:12]=2)[CH2:2]1)=[O:17], predict the reactants needed to synthesize it.